From a dataset of Reaction yield outcomes from USPTO patents with 853,638 reactions. Predict the reaction yield, written as a fraction of the theoretical maximum amount of product (1.0 means a 100% yield; for example, 0.34 means a 34% yield). (1) The reactants are C[O:2][C:3]1[N:8]=[C:7]2[CH:9]=[CH:10][N:11]([Si](C(C)C)(C(C)C)C(C)C)[C:6]2=[CH:5][C:4]=1[CH:22]1[CH2:27][CH2:26][N:25](C(OC(C)(C)C)=O)[CH2:24][CH2:23]1.[Si](I)(C)(C)C. The catalyst is C(Cl)Cl. The product is [NH:25]1[CH2:24][CH2:23][CH:22]([C:4]2[C:3](=[O:2])[NH:8][C:7]3[CH:9]=[CH:10][NH:11][C:6]=3[CH:5]=2)[CH2:27][CH2:26]1. The yield is 0.850. (2) The reactants are Cl.[NH2:2][C@@H:3]1[C:11]2[C:6](=[C:7]([C:12]3[N:16]=[C:15]([C:17]4[CH:18]=[CH:19][C:20]([O:25][CH:26]([CH3:28])[CH3:27])=[C:21]([CH:24]=4)[C:22]#[N:23])[O:14][N:13]=3)[CH:8]=[CH:9][CH:10]=2)[CH2:5][CH2:4]1.[C:29](Cl)(=[O:31])[CH3:30]. The catalyst is C(Cl)Cl. The product is [C:22]([C:21]1[CH:24]=[C:17]([C:15]2[O:14][N:13]=[C:12]([C:7]3[CH:8]=[CH:9][CH:10]=[C:11]4[C:6]=3[CH2:5][CH2:4][C@@H:3]4[NH:2][C:29](=[O:31])[CH3:30])[N:16]=2)[CH:18]=[CH:19][C:20]=1[O:25][CH:26]([CH3:28])[CH3:27])#[N:23]. The yield is 0.830. (3) The reactants are [C:1]([O:4][CH2:5][CH2:6][NH:7][CH2:8][C@H:9]1[O:14][CH2:13][C@H:12]([NH:15][C:16]([O:18][C:19]([CH3:22])([CH3:21])[CH3:20])=[O:17])[CH2:11][CH2:10]1)(=[O:3])[CH3:2].[C:23](OC(=O)C)(=[O:25])[CH3:24].N1C=CC=CC=1. The catalyst is ClCCl.[Cl-].[Na+].O. The product is [C:1]([O:4][CH2:5][CH2:6][N:7]([C:23](=[O:25])[CH3:24])[CH2:8][C@H:9]1[O:14][CH2:13][C@H:12]([NH:15][C:16]([O:18][C:19]([CH3:22])([CH3:21])[CH3:20])=[O:17])[CH2:11][CH2:10]1)(=[O:3])[CH3:2]. The yield is 0.820. (4) The reactants are [Cl:1][C:2]1[C:11]2[C:6](=[CH:7][CH:8]=[CH:9][CH:10]=2)[N:5]=[C:4]([C:12]2[CH:17]=[CH:16][CH:15]=[CH:14][C:13]=2[O:18]C)[N:3]=1.B(Br)(Br)Br. The catalyst is C(Cl)Cl. The product is [Cl:1][C:2]1[C:11]2[C:6](=[CH:7][CH:8]=[CH:9][CH:10]=2)[N:5]=[C:4]([C:12]2[CH:17]=[CH:16][CH:15]=[CH:14][C:13]=2[OH:18])[N:3]=1. The yield is 0.740.